From a dataset of Full USPTO retrosynthesis dataset with 1.9M reactions from patents (1976-2016). Predict the reactants needed to synthesize the given product. (1) The reactants are: [NH:1]1[CH2:6][CH2:5][CH:4]([C:7]2[CH:8]=[C:9]3[C:13](=[CH:14][CH:15]=2)[NH:12][C:11](=[O:16])[CH2:10]3)[CH2:3][CH2:2]1.Cl[C:18]1[N:23]=[CH:22][CH:21]=[CH:20][N:19]=1.CCN(C(C)C)C(C)C. Given the product [N:19]1[CH:20]=[CH:21][CH:22]=[N:23][C:18]=1[N:1]1[CH2:2][CH2:3][CH:4]([C:7]2[CH:8]=[C:9]3[C:13](=[CH:14][CH:15]=2)[NH:12][C:11](=[O:16])[CH2:10]3)[CH2:5][CH2:6]1, predict the reactants needed to synthesize it. (2) Given the product [Cl:16][CH2:17][C:18]1[CH:26]=[CH:25][C:21]([C:22]2[O:23][N:2]=[C:3]([CH3:9])[C:4]=2[C:5]([O:7][CH3:8])=[O:6])=[CH:20][CH:19]=1, predict the reactants needed to synthesize it. The reactants are: C[NH:2][C:3]([CH3:9])=[CH:4][C:5]([O:7][CH3:8])=[O:6].N1C=CC=CC=1.[Cl:16][CH2:17][C:18]1[CH:26]=[CH:25][C:21]([C:22](Cl)=[O:23])=[CH:20][CH:19]=1. (3) Given the product [Cl:13][C:14]1[N:19]=[CH:18][N:17]=[C:16]([NH:1][C:2]2[CH:7]=[CH:6][C:5]([CH2:8][S:9]([NH2:23])(=[O:11])=[O:10])=[CH:4][CH:3]=2)[N:15]=1, predict the reactants needed to synthesize it. The reactants are: [NH2:1][C:2]1[CH:7]=[CH:6][C:5]([CH2:8][S:9](Cl)(=[O:11])=[O:10])=[CH:4][CH:3]=1.[Cl:13][C:14]1[N:19]=[C:18](Cl)[N:17]=[CH:16][N:15]=1.CC[N:23](C(C)C)C(C)C. (4) Given the product [CH3:22][O:21][C:18]1[C:17]([C:23]2[CH:28]=[CH:27][CH:26]=[C:25]([N+:29]([O-:31])=[O:30])[CH:24]=2)=[CH:16][C:15]([CH2:14][N:12]2[C:11](=[O:32])[CH2:10][C@H:9]([O:8][C:6](=[O:7])[NH2:5])[CH2:13]2)=[CH:20][CH:19]=1, predict the reactants needed to synthesize it. The reactants are: ClS([N:5]=[C:6]=[O:7])(=O)=O.[OH:8][C@@H:9]1[CH2:13][N:12]([CH2:14][C:15]2[CH:16]=[C:17]([C:23]3[CH:28]=[CH:27][CH:26]=[C:25]([N+:29]([O-:31])=[O:30])[CH:24]=3)[C:18]([O:21][CH3:22])=[CH:19][CH:20]=2)[C:11](=[O:32])[CH2:10]1.O. (5) Given the product [O:27]=[C:16]1[C:15]([C:13]2[NH:1][C:2]3[CH:11]=[CH:10][C:5]([C:6]([O:8][CH3:9])=[O:7])=[CH:4][C:3]=3[N:12]=2)=[CH:20][C:19]([C:21]2[CH:26]=[CH:25][N:24]=[CH:23][CH:22]=2)=[N:18][NH:17]1, predict the reactants needed to synthesize it. The reactants are: [NH2:1][C:2]1[CH:11]=[CH:10][C:5]([C:6]([O:8][CH3:9])=[O:7])=[CH:4][C:3]=1[NH:12][C:13]([C:15]1[C:16](=[O:27])[NH:17][N:18]=[C:19]([C:21]2[CH:26]=[CH:25][N:24]=[CH:23][CH:22]=2)[CH:20]=1)=O.